The task is: Regression. Given two drug SMILES strings and cell line genomic features, predict the synergy score measuring deviation from expected non-interaction effect.. This data is from NCI-60 drug combinations with 297,098 pairs across 59 cell lines. (1) Drug 2: CNC(=O)C1=NC=CC(=C1)OC2=CC=C(C=C2)NC(=O)NC3=CC(=C(C=C3)Cl)C(F)(F)F. Synergy scores: CSS=54.8, Synergy_ZIP=1.01, Synergy_Bliss=1.54, Synergy_Loewe=-5.95, Synergy_HSA=2.21. Drug 1: CC1C(C(CC(O1)OC2CC(CC3=C2C(=C4C(=C3O)C(=O)C5=C(C4=O)C(=CC=C5)OC)O)(C(=O)C)O)N)O.Cl. Cell line: RPMI-8226. (2) Drug 1: CN(C)C1=NC(=NC(=N1)N(C)C)N(C)C. Drug 2: CCN(CC)CCCC(C)NC1=C2C=C(C=CC2=NC3=C1C=CC(=C3)Cl)OC. Cell line: K-562. Synergy scores: CSS=56.2, Synergy_ZIP=8.21, Synergy_Bliss=3.15, Synergy_Loewe=-28.7, Synergy_HSA=-0.0280. (3) Drug 1: C1=CC=C(C(=C1)C(C2=CC=C(C=C2)Cl)C(Cl)Cl)Cl. Drug 2: C1CNP(=O)(OC1)N(CCCl)CCCl. Cell line: SK-MEL-5. Synergy scores: CSS=-4.62, Synergy_ZIP=1.81, Synergy_Bliss=0.159, Synergy_Loewe=-3.36, Synergy_HSA=-3.44.